Dataset: Reaction yield outcomes from USPTO patents with 853,638 reactions. Task: Predict the reaction yield, written as a fraction of the theoretical maximum amount of product (1.0 means a 100% yield; for example, 0.34 means a 34% yield). (1) The reactants are [Br:1][C:2](Br)=[CH:3][C:4]1[CH:9]=[CH:8][C:7]([O:10][CH3:11])=[C:6]([F:12])[CH:5]=1.CC(C)([O-])C.[K+].C1(C)C=CC=CC=1. The catalyst is O. The product is [Br:1][C:2]#[C:3][C:4]1[CH:9]=[CH:8][C:7]([O:10][CH3:11])=[C:6]([F:12])[CH:5]=1. The yield is 0.810. (2) The reactants are C[O:2][C:3](=[O:41])[C:4]1[CH:9]=[CH:8][CH:7]=[CH:6][C:5]=1[S:10]([N:13]1[CH2:19][CH2:18][CH2:17][CH:16]([NH:20][C:21](=[O:39])[C@@H:22]([NH:27][C:28]([C:30]2[O:31][C:32]3[CH:38]=[CH:37][CH:36]=[CH:35][C:33]=3[CH:34]=2)=[O:29])[CH2:23][CH:24]([CH3:26])[CH3:25])[CH:15]([OH:40])[CH2:14]1)(=[O:12])=[O:11].CO.O. No catalyst specified. The product is [O:31]1[C:32]2[CH:38]=[CH:37][CH:36]=[CH:35][C:33]=2[CH:34]=[C:30]1[C:28]([NH:27][C@@H:22]([CH2:23][CH:24]([CH3:26])[CH3:25])[C:21]([NH:20][CH:16]1[CH2:17][CH2:18][CH2:19][N:13]([S:10]([C:5]2[CH:6]=[CH:7][CH:8]=[CH:9][C:4]=2[C:3]([OH:41])=[O:2])(=[O:11])=[O:12])[CH2:14][CH:15]1[OH:40])=[O:39])=[O:29]. The yield is 0.270. (3) The reactants are [F:1][C:2]1[CH:7]=[CH:6][C:5]([C:8]2[C:12]([C:13]3[CH:18]=[CH:17][C:16]([F:19])=[CH:15][CH:14]=3)=[C:11]([CH:20]=[O:21])[N:10]([CH:22]([CH3:24])[CH3:23])[C:9]=2[C:25](O)=[O:26])=[CH:4][CH:3]=1.C(Cl)(=O)C(Cl)=O.[F:34][C:35]1[CH:41]=[CH:40][C:38]([NH2:39])=[CH:37][CH:36]=1.C(N(CC)CC)C. The catalyst is CN(C=O)C.C1COCC1. The product is [F:34][C:35]1[CH:41]=[CH:40][C:38]([NH:39][C:25]([C:9]2[N:10]([CH:22]([CH3:23])[CH3:24])[C:11]([CH:20]=[O:21])=[C:12]([C:13]3[CH:18]=[CH:17][C:16]([F:19])=[CH:15][CH:14]=3)[C:8]=2[C:5]2[CH:4]=[CH:3][C:2]([F:1])=[CH:7][CH:6]=2)=[O:26])=[CH:37][CH:36]=1. The yield is 0.660. (4) The reactants are [Cl:1][C:2]1[C:20]([OH:21])=[CH:19][CH:18]=[C:17]([Cl:22])[C:3]=1[CH2:4][CH:5]1[CH2:9][CH2:8][N:7]([CH:10]2[CH2:15][CH2:14][CH2:13][CH2:12][CH2:11]2)[C:6]1=[O:16].C1C(=O)N([Br:30])C(=O)C1. The catalyst is C(O)(=O)C. The product is [Br:30][C:19]1[CH:18]=[C:17]([Cl:22])[C:3]([CH2:4][CH:5]2[CH2:9][CH2:8][N:7]([CH:10]3[CH2:11][CH2:12][CH2:13][CH2:14][CH2:15]3)[C:6]2=[O:16])=[C:2]([Cl:1])[C:20]=1[OH:21]. The yield is 0.850. (5) The product is [F:42][CH:2]([F:1])[C:3]1[N:7]([C:8]2[N:9]=[C:10]([N:30]3[CH2:31][CH2:32][O:33][CH2:34][CH2:35]3)[C:11]3[N:16]=[N:15][N:14]([CH:17]4[CH2:18][CH2:19][NH:20][CH2:21][CH2:22]4)[C:12]=3[N:13]=2)[C:6]2[CH:36]=[CH:37][CH:38]=[C:39]([O:40][CH3:41])[C:5]=2[N:4]=1. The catalyst is C(Cl)Cl. The yield is 0.850. The reactants are [F:1][CH:2]([F:42])[C:3]1[N:7]([C:8]2[N:9]=[C:10]([N:30]3[CH2:35][CH2:34][O:33][CH2:32][CH2:31]3)[C:11]3[N:16]=[N:15][N:14]([CH:17]4[CH2:22][CH2:21][N:20](C(OC(C)(C)C)=O)[CH2:19][CH2:18]4)[C:12]=3[N:13]=2)[C:6]2[CH:36]=[CH:37][CH:38]=[C:39]([O:40][CH3:41])[C:5]=2[N:4]=1.C(O)(C(F)(F)F)=O.N. (6) The reactants are [CH2:1]([O:8][CH:9]1[C:17]([CH3:19])([CH3:18])[CH2:16][C:15]2[N:14]([C:20]3[CH:25]=[C:24]([I:26])[CH:23]=[CH:22][N:21]=3)[N:13]=[C:12]([C:27]([OH:29])=O)[C:11]=2[CH2:10]1)[C:2]1[CH:7]=[CH:6][CH:5]=[CH:4][CH:3]=1.C([O-])(=O)C.[NH4+:34]. No catalyst specified. The product is [CH2:1]([O:8][CH:9]1[C:17]([CH3:19])([CH3:18])[CH2:16][C:15]2[N:14]([C:20]3[CH:25]=[C:24]([I:26])[CH:23]=[CH:22][N:21]=3)[N:13]=[C:12]([C:27]([NH2:34])=[O:29])[C:11]=2[CH2:10]1)[C:2]1[CH:7]=[CH:6][CH:5]=[CH:4][CH:3]=1. The yield is 0.630.